From a dataset of Retrosynthesis with 50K atom-mapped reactions and 10 reaction types from USPTO. Predict the reactants needed to synthesize the given product. Given the product CCOC(=O)C(C)(Cc1ccc(N2CCN(C)CC2)cc1)C(=O)OCC, predict the reactants needed to synthesize it. The reactants are: C=O.CCOC(=O)C(C)(Cc1ccc(N2CCNCC2)cc1)C(=O)OCC.